From a dataset of Full USPTO retrosynthesis dataset with 1.9M reactions from patents (1976-2016). Predict the reactants needed to synthesize the given product. (1) The reactants are: [NH2:1][C:2]1[CH:7]=[C:6]([Cl:8])[CH:5]=[CH:4][N:3]=1.C(N([CH2:14][CH3:15])CC)C.Cl[C:17]([O:19][C:20]1[CH:25]=[CH:24][CH:23]=[CH:22][CH:21]=1)=[O:18]. Given the product [Cl:8][C:6]1[CH:5]=[CH:4][N:3]=[C:2]([N:1]([C:17]([O:19][C:15]2[CH:14]=[CH:22][CH:21]=[CH:20][CH:25]=2)=[O:18])[C:17](=[O:18])[O:19][C:20]2[CH:25]=[CH:24][CH:23]=[CH:22][CH:21]=2)[CH:7]=1, predict the reactants needed to synthesize it. (2) The reactants are: C(OC([N:8]1[CH2:17][CH2:16][C:15]2[NH:14][N:13]=[C:12]([C:18]3[CH:23]=[CH:22][C:21]([Cl:24])=[CH:20][CH:19]=3)[C:11]=2[CH2:10][CH2:9]1)=O)(C)(C)C.[F:25][C:26]1[CH:33]=[CH:32][CH:31]=[CH:30][C:27]=1[CH2:28]Cl. Given the product [Cl:24][C:21]1[CH:20]=[CH:19][C:18]([C:12]2[C:11]3[CH2:10][CH2:9][NH:8][CH2:17][CH2:16][C:15]=3[N:14]([CH2:28][C:27]3[CH:30]=[CH:31][CH:32]=[CH:33][C:26]=3[F:25])[N:13]=2)=[CH:23][CH:22]=1, predict the reactants needed to synthesize it. (3) Given the product [Cl:5][C:6]1[N:7]=[C:8]([N:21]2[CH2:24][C:23]3([O:4][CH2:1][CH2:2][O:3]3)[CH2:22]2)[C:9]2[CH2:14][CH2:13][CH:12]([C:15]3[CH:20]=[CH:19][CH:18]=[CH:17][CH:16]=3)[C:10]=2[N:11]=1, predict the reactants needed to synthesize it. The reactants are: [CH2:1]([OH:4])[CH2:2][OH:3].[Cl:5][C:6]1[N:7]=[C:8]([N:21]2[CH2:24][C:23](=O)[CH2:22]2)[C:9]2[CH2:14][CH2:13][CH:12]([C:15]3[CH:20]=[CH:19][CH:18]=[CH:17][CH:16]=3)[C:10]=2[N:11]=1.CC1C=CC(S(O)(=O)=O)=CC=1.O. (4) Given the product [C:1]([O:5][C:6]([N:8]1[CH2:12][C@@H:11]([CH2:13][N:14]([CH:31]([CH3:32])[CH3:33])[C:15](=[O:30])[C:16]2[CH:21]=[CH:20][C:19]([O:22][CH3:23])=[C:18]([O:24][CH2:25][CH2:26][CH2:27][O:28][CH3:29])[CH:17]=2)[C@H:10]([CH2:34][OH:35])[CH2:9]1)=[O:7])([CH3:4])([CH3:3])[CH3:2], predict the reactants needed to synthesize it. The reactants are: [C:1]([O:5][C:6]([N:8]1[CH2:12][C@@H:11]([CH2:13][N:14]([CH:31]([CH3:33])[CH3:32])[C:15](=[O:30])[C:16]2[CH:21]=[CH:20][C:19]([O:22][CH3:23])=[C:18]([O:24][CH2:25][CH2:26][CH2:27][O:28][CH3:29])[CH:17]=2)[C@H:10]([C:34](C)(C)[O:35][SiH2]C(C)(C)C)[CH2:9]1)=[O:7])([CH3:4])([CH3:3])[CH3:2].O.O.O.[F-].C([N+](CCCC)(CCCC)CCCC)CCC.O.CCOC(C)=O. (5) The reactants are: [F:1][C:2]1[C:7]([C:8]([F:11])([F:10])[F:9])=[CH:6][CH:5]=[CH:4][C:3]=1[C:12]1[N:13]=[C:14]([NH:17][C:18](=[O:26])[C:19]2[CH:24]=[CH:23][C:22](I)=[CH:21][CH:20]=2)[S:15][CH:16]=1.[S:27]1[CH:31]=[N:30][N:29]=[C:28]1[NH2:32]. Given the product [S:27]1[CH:31]=[N:30][N:29]=[C:28]1[NH:32][C:22]1[CH:23]=[CH:24][C:19]([C:18]([NH:17][C:14]2[S:15][CH:16]=[C:12]([C:3]3[CH:4]=[CH:5][CH:6]=[C:7]([C:8]([F:11])([F:10])[F:9])[C:2]=3[F:1])[N:13]=2)=[O:26])=[CH:20][CH:21]=1, predict the reactants needed to synthesize it. (6) Given the product [I:1][C:2]1[CH:3]=[CH:4][C:5]([CH2:8][C:9]([NH:12][C:13]2[CH:17]=[CH:16][S:15][C:14]=2[C:18]([NH2:20])=[O:19])=[O:11])=[CH:6][CH:7]=1, predict the reactants needed to synthesize it. The reactants are: [I:1][C:2]1[CH:7]=[CH:6][C:5]([CH2:8][C:9]([OH:11])=O)=[CH:4][CH:3]=1.[NH2:12][C:13]1[CH:17]=[CH:16][S:15][C:14]=1[C:18]([NH2:20])=[O:19].